Dataset: Retrosynthesis with 50K atom-mapped reactions and 10 reaction types from USPTO. Task: Predict the reactants needed to synthesize the given product. (1) Given the product CCOC(=O)C=Cc1ccc(C2CCCCC2)c(Cl)c1, predict the reactants needed to synthesize it. The reactants are: CCO.O=C(O)C=Cc1ccc(C2CCCCC2)c(Cl)c1. (2) Given the product CC(C)(C)S(=O)N=C(c1cccc(Br)c1)c1ccccc1C#N, predict the reactants needed to synthesize it. The reactants are: CC(C)(C)S(N)=O.N#Cc1ccccc1C(=O)c1cccc(Br)c1. (3) Given the product CCn1nc(C)c(C(=O)c2ccccc2)c1Oc1ccc(OC)cc1, predict the reactants needed to synthesize it. The reactants are: CCn1nc(C)c(C(=O)c2ccccc2)c1Cl.COc1ccc(O)cc1. (4) The reactants are: C#CCOc1c(OC)cc(C(=O)Cl)cc1OC.C[C@H](N)C1CCCCC1. Given the product C#CCOc1c(OC)cc(C(=O)N[C@@H](C)C2CCCCC2)cc1OC, predict the reactants needed to synthesize it. (5) The reactants are: COc1cccc(B(O)O)c1.O=C(Nc1nc2ccc(Br)cn2n1)c1cccnc1. Given the product COc1cccc(-c2ccc3nc(NC(=O)c4cccnc4)nn3c2)c1, predict the reactants needed to synthesize it.